Task: Regression. Given two drug SMILES strings and cell line genomic features, predict the synergy score measuring deviation from expected non-interaction effect.. Dataset: NCI-60 drug combinations with 297,098 pairs across 59 cell lines (1) Drug 1: CC=C1C(=O)NC(C(=O)OC2CC(=O)NC(C(=O)NC(CSSCCC=C2)C(=O)N1)C(C)C)C(C)C. Drug 2: C1=CN(C=N1)CC(O)(P(=O)(O)O)P(=O)(O)O. Cell line: M14. Synergy scores: CSS=22.0, Synergy_ZIP=2.25, Synergy_Bliss=2.95, Synergy_Loewe=-37.6, Synergy_HSA=0.123. (2) Drug 1: COC1=C(C=C2C(=C1)N=CN=C2NC3=CC(=C(C=C3)F)Cl)OCCCN4CCOCC4. Drug 2: C1=NC2=C(N=C(N=C2N1C3C(C(C(O3)CO)O)O)F)N. Cell line: SK-MEL-5. Synergy scores: CSS=40.7, Synergy_ZIP=-0.0971, Synergy_Bliss=6.58, Synergy_Loewe=4.98, Synergy_HSA=8.56. (3) Drug 1: CC=C1C(=O)NC(C(=O)OC2CC(=O)NC(C(=O)NC(CSSCCC=C2)C(=O)N1)C(C)C)C(C)C. Drug 2: COCCOC1=C(C=C2C(=C1)C(=NC=N2)NC3=CC=CC(=C3)C#C)OCCOC.Cl. Cell line: NCI-H522. Synergy scores: CSS=63.1, Synergy_ZIP=0.224, Synergy_Bliss=3.92, Synergy_Loewe=5.17, Synergy_HSA=5.36. (4) Drug 1: C(CCl)NC(=O)N(CCCl)N=O. Drug 2: C(CN)CNCCSP(=O)(O)O. Cell line: SK-MEL-5. Synergy scores: CSS=4.34, Synergy_ZIP=-1.22, Synergy_Bliss=0.607, Synergy_Loewe=-2.40, Synergy_HSA=-2.04. (5) Drug 1: CS(=O)(=O)CCNCC1=CC=C(O1)C2=CC3=C(C=C2)N=CN=C3NC4=CC(=C(C=C4)OCC5=CC(=CC=C5)F)Cl. Drug 2: N.N.Cl[Pt+2]Cl. Cell line: HOP-92. Synergy scores: CSS=59.2, Synergy_ZIP=-2.71, Synergy_Bliss=-0.623, Synergy_Loewe=2.01, Synergy_HSA=4.14. (6) Synergy scores: CSS=18.2, Synergy_ZIP=-1.85, Synergy_Bliss=0.0887, Synergy_Loewe=0.894, Synergy_HSA=3.01. Drug 1: CN(CCCl)CCCl.Cl. Drug 2: C(CCl)NC(=O)N(CCCl)N=O. Cell line: NCI-H522. (7) Synergy scores: CSS=78.9, Synergy_ZIP=0.556, Synergy_Bliss=0.330, Synergy_Loewe=-3.03, Synergy_HSA=2.10. Drug 1: CCC1=CC2CC(C3=C(CN(C2)C1)C4=CC=CC=C4N3)(C5=C(C=C6C(=C5)C78CCN9C7C(C=CC9)(C(C(C8N6C)(C(=O)OC)O)OC(=O)C)CC)OC)C(=O)OC.C(C(C(=O)O)O)(C(=O)O)O. Cell line: CCRF-CEM. Drug 2: C1=NC2=C(N=C(N=C2N1C3C(C(C(O3)CO)O)F)Cl)N. (8) Cell line: SF-268. Synergy scores: CSS=30.0, Synergy_ZIP=-0.476, Synergy_Bliss=2.47, Synergy_Loewe=-7.64, Synergy_HSA=2.77. Drug 2: CC1C(C(CC(O1)OC2CC(CC3=C2C(=C4C(=C3O)C(=O)C5=C(C4=O)C(=CC=C5)OC)O)(C(=O)CO)O)N)O.Cl. Drug 1: CCC(=C(C1=CC=CC=C1)C2=CC=C(C=C2)OCCN(C)C)C3=CC=CC=C3.C(C(=O)O)C(CC(=O)O)(C(=O)O)O.